This data is from TCR-epitope binding with 47,182 pairs between 192 epitopes and 23,139 TCRs. The task is: Binary Classification. Given a T-cell receptor sequence (or CDR3 region) and an epitope sequence, predict whether binding occurs between them. The epitope is TLIGDCATV. The TCR CDR3 sequence is CASSPDSYEQYF. Result: 1 (the TCR binds to the epitope).